Predict the reaction yield, written as a fraction of the theoretical maximum amount of product (1.0 means a 100% yield; for example, 0.34 means a 34% yield). From a dataset of Reaction yield outcomes from USPTO patents with 853,638 reactions. (1) The reactants are [CH3:1][N:2]([CH3:6])[C:3](Cl)=[O:4].[CH2:7]([O:9][C:10]([C:12]1[C:18]2[NH:19][C:20]3[CH:21]=[C:22]([OH:26])[CH:23]=[CH:24][C:25]=3[C:17]=2[C:16]([CH3:28])([CH3:27])[CH2:15][N:14]([C:29](=[O:37])[C:30]2[CH:35]=[CH:34][C:33]([F:36])=[CH:32][CH:31]=2)[CH:13]=1)=[O:11])[CH3:8].C(N(CC)CC)C. The catalyst is CN(C)C1C=CN=CC=1.C(Cl)Cl. The product is [CH2:7]([O:9][C:10]([C:12]1[C:18]2[NH:19][C:20]3[CH:21]=[C:22]([O:26][C:3](=[O:4])[N:2]([CH3:6])[CH3:1])[CH:23]=[CH:24][C:25]=3[C:17]=2[C:16]([CH3:28])([CH3:27])[CH2:15][N:14]([C:29](=[O:37])[C:30]2[CH:35]=[CH:34][C:33]([F:36])=[CH:32][CH:31]=2)[CH:13]=1)=[O:11])[CH3:8]. The yield is 0.740. (2) The reactants are [CH3:1][C:2]1[CH:3]=[C:4]([CH:9]=[C:10]([C:14]2[CH:19]=[CH:18][C:17]([OH:20])=[CH:16][CH:15]=2)[C:11]([OH:13])=[O:12])[CH:5]=[C:6]([CH3:8])[CH:7]=1.[H-].[Na+].F[C:24]1[CH:31]=[CH:30][C:27]([CH:28]=[O:29])=[CH:26][CH:25]=1.C(O)(=O)CC(CC(O)=O)(C(O)=O)O. The catalyst is CN(C=O)C. The product is [CH3:1][C:2]1[CH:3]=[C:4]([CH:9]=[C:10]([C:14]2[CH:15]=[CH:16][C:17]([O:20][C:24]3[CH:31]=[CH:30][C:27]([CH:28]=[O:29])=[CH:26][CH:25]=3)=[CH:18][CH:19]=2)[C:11]([OH:13])=[O:12])[CH:5]=[C:6]([CH3:8])[CH:7]=1. The yield is 0.800. (3) The reactants are [N:1]12[CH2:8][CH2:7][C:4]([C:9]([C:17]3[CH:22]=[CH:21][CH:20]=[CH:19][CH:18]=3)([C:11]3[CH:16]=[CH:15][CH:14]=[CH:13][CH:12]=3)[OH:10])([CH2:5][CH2:6]1)[CH2:3][CH2:2]2.[C:23]1([CH2:29][O:30][CH2:31][CH2:32][CH2:33][Br:34])[CH:28]=[CH:27][CH:26]=[CH:25][CH:24]=1. The catalyst is CC#N. The product is [Br-:34].[OH:10][C:9]([C:17]1[CH:22]=[CH:21][CH:20]=[CH:19][CH:18]=1)([C:11]1[CH:12]=[CH:13][CH:14]=[CH:15][CH:16]=1)[C:4]12[CH2:5][CH2:6][N+:1]([CH2:33][CH2:32][CH2:31][O:30][CH2:29][C:23]3[CH:28]=[CH:27][CH:26]=[CH:25][CH:24]=3)([CH2:2][CH2:3]1)[CH2:8][CH2:7]2. The yield is 0.552. (4) The reactants are [Br:1][C:2]1[N:6]([S:7]([C:10]2[CH:15]=[CH:14][CH:13]=[CH:12][CH:11]=2)(=[O:9])=[O:8])[CH:5]=[C:4]([CH2:16][OH:17])[CH:3]=1.O.C[N+]1([O-])CCOCC1. The catalyst is C(#N)C.[Ru]([O-])(=O)(=O)=O.C([N+](CCC)(CCC)CCC)CC. The product is [Br:1][C:2]1[N:6]([S:7]([C:10]2[CH:15]=[CH:14][CH:13]=[CH:12][CH:11]=2)(=[O:9])=[O:8])[CH:5]=[C:4]([CH:16]=[O:17])[CH:3]=1. The yield is 0.710. (5) The reactants are [CH3:1][C:2]1[CH:7]=[C:6]([O:8][CH2:9][CH2:10][CH2:11][CH2:12][CH2:13][CH2:14][CH2:15][CH2:16][CH2:17][CH3:18])[CH:5]=[CH:4][C:3]=1[N+:19]([O-])=O.CO.Cl.C(=O)([O-])[O-].[K+].[K+]. The catalyst is [Fe].ClCCl.O.O1CCOCC1. The product is [CH3:1][C:2]1[CH:7]=[C:6]([O:8][CH2:9][CH2:10][CH2:11][CH2:12][CH2:13][CH2:14][CH2:15][CH2:16][CH2:17][CH3:18])[CH:5]=[CH:4][C:3]=1[NH2:19]. The yield is 0.760. (6) The yield is 0.700. The reactants are Br[C:2]1[CH:7]=[C:6]([CH3:8])[CH:5]=[C:4]([CH3:9])[C:3]=1[OH:10].[N:11]1[CH:16]=[CH:15][CH:14]=[C:13](B(O)O)[CH:12]=1.C(=O)([O-])[O-].[Na+].[Na+].O. The product is [CH3:9][C:4]1[CH:5]=[C:6]([CH3:8])[CH:7]=[C:2]([C:13]2[CH:12]=[N:11][CH:16]=[CH:15][CH:14]=2)[C:3]=1[OH:10]. The catalyst is C(COC)OC.O.C1C=CC(P(C2C=CC=CC=2)[C-]2C=CC=C2)=CC=1.C1C=CC(P(C2C=CC=CC=2)[C-]2C=CC=C2)=CC=1.Cl[Pd]Cl.[Fe+2]. (7) The reactants are [CH2:1]([O:8][CH2:9][CH2:10][N:11]1[C:17](=[O:18])[C@@H:16]([NH:19][C:20](=[O:27])[C@:21]([F:26])([CH3:25])[C:22](O)=[O:23])[C:15]2[CH:28]=[CH:29][CH:30]=[CH:31][C:14]=2[C:13]2[CH:32]=[CH:33][CH:34]=[CH:35][C:12]1=2)[C:2]1[CH:7]=[CH:6][CH:5]=[CH:4][CH:3]=1.[F:36][C:37]([F:41])([F:40])[CH2:38][NH2:39]. No catalyst specified. The product is [CH2:1]([O:8][CH2:9][CH2:10][N:11]1[C:17](=[O:18])[C@@H:16]([NH:19][C:20](=[O:27])[C@:21]([F:26])([CH3:25])[C:22]([NH:39][CH2:38][C:37]([F:41])([F:40])[F:36])=[O:23])[C:15]2[CH:28]=[CH:29][CH:30]=[CH:31][C:14]=2[C:13]2[CH:32]=[CH:33][CH:34]=[CH:35][C:12]1=2)[C:2]1[CH:7]=[CH:6][CH:5]=[CH:4][CH:3]=1. The yield is 0.580. (8) The reactants are [Cl:1][C:2]1[CH:3]=[C:4]([C:8]2[CH:9]=[C:10]([CH:16]([C:18]3[CH:23]=[CH:22][C:21]([F:24])=[CH:20][CH:19]=3)O)[CH:11]=[N:12][C:13]=2[O:14][CH3:15])[CH:5]=[CH:6][CH:7]=1.COCCN(S(F)(F)[F:35])CCOC. The catalyst is C(Cl)Cl. The product is [Cl:1][C:2]1[CH:3]=[C:4]([C:8]2[C:13]([O:14][CH3:15])=[N:12][CH:11]=[C:10]([CH:16]([F:35])[C:18]3[CH:23]=[CH:22][C:21]([F:24])=[CH:20][CH:19]=3)[CH:9]=2)[CH:5]=[CH:6][CH:7]=1. The yield is 0.340. (9) The reactants are C([O-])([O-])=O.[K+].[K+].Cl.[NH2:8][C@H:9]1[CH2:14][CH2:13][C@H:12]([OH:15])[CH2:11][CH2:10]1.C(N1[C:25](=[O:26])[C:24]2=[CH:27][CH:28]=[CH:29][CH:30]=[C:23]2[C:22]1=[O:31])(OCC)=O. The catalyst is O. The product is [OH:15][CH:12]1[CH2:13][CH2:14][CH:9]([N:8]2[C:25](=[O:26])[C:24]3[C:23](=[CH:30][CH:29]=[CH:28][CH:27]=3)[C:22]2=[O:31])[CH2:10][CH2:11]1. The yield is 0.840.